This data is from Reaction yield outcomes from USPTO patents with 853,638 reactions. The task is: Predict the reaction yield, written as a fraction of the theoretical maximum amount of product (1.0 means a 100% yield; for example, 0.34 means a 34% yield). (1) The reactants are [CH3:1][C:2]1[CH:7]=[CH:6][C:5]([OH:8])=[CH:4][C:3]=1[N+:9]([O-:11])=[O:10].CC([O-])(C)C.[K+].CN1CCCC1=O.[Cl:25][C:26]1[CH:31]=[C:30](F)[CH:29]=[CH:28][N:27]=1. The catalyst is CCOC(C)=O. The product is [Cl:25][C:26]1[CH:31]=[C:30]([O:8][C:5]2[CH:6]=[CH:7][C:2]([CH3:1])=[C:3]([N+:9]([O-:11])=[O:10])[CH:4]=2)[CH:29]=[CH:28][N:27]=1. The yield is 0.580. (2) The reactants are [CH2:1]([N:3]=[C:4]=[O:5])[CH3:2].[O:6]1[C:10]2[CH:11]=[CH:12][CH:13]=[CH:14][C:9]=2[C:8](=[O:15])[NH:7]1. The catalyst is C1COCC1. The product is [CH2:1]([NH:3][C:4]([N:7]1[C:8](=[O:15])[C:9]2[CH:14]=[CH:13][CH:12]=[CH:11][C:10]=2[O:6]1)=[O:5])[CH3:2]. The yield is 0.750. (3) The reactants are [Cl-].[Al+3].[Cl-].[Cl-].C([O:12][C:13]1[CH:18]=[C:17]([F:19])[CH:16]=[C:15]([Br:20])[CH:14]=1)C1C=CC=CC=1.CN(C)C1C=CC=CC=1.Cl. The catalyst is ClCCl. The product is [Br:20][C:15]1[CH:14]=[C:13]([OH:12])[CH:18]=[C:17]([F:19])[CH:16]=1. The yield is 0.666. (4) The yield is 0.930. The reactants are [SH:1][C:2]1[S:3][C:4]2[CH:10]=[C:9]([C:11]#[N:12])[CH:8]=[CH:7][C:5]=2[N:6]=1.[Cl:13][C:14]1[CH:19]=[C:18]([N+:20]([O-:22])=[O:21])[CH:17]=[CH:16][C:15]=1F.[H-].[Na+]. The catalyst is CN(C=O)C. The product is [Cl:13][C:14]1[CH:19]=[C:18]([N+:20]([O-:22])=[O:21])[CH:17]=[CH:16][C:15]=1[S:1][C:2]1[S:3][C:4]2[CH:10]=[C:9]([C:11]#[N:12])[CH:8]=[CH:7][C:5]=2[N:6]=1. (5) The product is [CH3:17][O:10][C:9](=[O:11])[CH2:8][C:4]1[CH:5]=[CH:6][CH:7]=[C:2]([OH:1])[CH:3]=1. The reactants are [OH:1][C:2]1[CH:3]=[C:4]([CH2:8][C:9]([OH:11])=[O:10])[CH:5]=[CH:6][CH:7]=1.OS(O)(=O)=O.[CH3:17]O. The yield is 0.990. No catalyst specified. (6) The reactants are [NH:1]1[C:9]2[CH:8]=[C:7]([C:10]([O:12][C:13]([CH3:16])([CH3:15])[CH3:14])=[O:11])[N:6]=[CH:5][C:4]=2[CH:3]=[CH:2]1.[H-].[Na+].Cl[CH2:20][S:21][CH3:22]. The catalyst is CN(C=O)C. The product is [CH3:20][S:21][CH2:22][N:1]1[C:9]2[CH:8]=[C:7]([C:10]([O:12][C:13]([CH3:16])([CH3:15])[CH3:14])=[O:11])[N:6]=[CH:5][C:4]=2[CH:3]=[CH:2]1. The yield is 0.720.